From a dataset of Full USPTO retrosynthesis dataset with 1.9M reactions from patents (1976-2016). Predict the reactants needed to synthesize the given product. (1) Given the product [F:10][CH:9]([F:11])[O:8][C:5]1[CH:6]=[CH:7][C:2]([B:12]2[O:16][C:15]([CH3:18])([CH3:17])[C:14]([CH3:20])([CH3:19])[O:13]2)=[CH:3][CH:4]=1, predict the reactants needed to synthesize it. The reactants are: Br[C:2]1[CH:7]=[CH:6][C:5]([O:8][CH:9]([F:11])[F:10])=[CH:4][CH:3]=1.[B:12]1([B:12]2[O:16][C:15]([CH3:18])([CH3:17])[C:14]([CH3:20])([CH3:19])[O:13]2)[O:16][C:15]([CH3:18])([CH3:17])[C:14]([CH3:20])([CH3:19])[O:13]1.C([O-])(=O)C.[K+]. (2) Given the product [Cl:1][C:2]1[S:6][C:5]([C:7]([NH:9][C:10]2[C:11]([C:15]([OH:17])=[O:16])=[N:12][S:13][CH:14]=2)=[O:8])=[CH:4][CH:3]=1, predict the reactants needed to synthesize it. The reactants are: [Cl:1][C:2]1[S:6][C:5]([C:7]([NH:9][C:10]2[C:11]([C:15]([O:17]C)=[O:16])=[N:12][S:13][CH:14]=2)=[O:8])=[CH:4][CH:3]=1.O.[OH-].[Li+]. (3) Given the product [ClH:11].[ClH:11].[CH3:4][O:5][C:6]1[CH:13]=[CH:12][C:9]([CH2:10][NH:2][NH2:3])=[CH:8][CH:7]=1, predict the reactants needed to synthesize it. The reactants are: O.[NH2:2][NH2:3].[CH3:4][O:5][C:6]1[CH:13]=[CH:12][C:9]([CH2:10][Cl:11])=[CH:8][CH:7]=1. (4) Given the product [OH:2][C:3]12[CH2:12][CH:7]3[CH2:8][CH:9]([CH2:11][C:5]([CH2:13][O:14][C:15]([C:17]([F:23])([F:22])[S:18]([O-:21])(=[O:19])=[O:20])=[O:16])([CH2:6]3)[CH2:4]1)[CH2:10]2.[C:42]1([S+:35]([C:29]2[CH:30]=[CH:31][CH:32]=[CH:33][CH:34]=2)[C:36]2[CH:41]=[CH:40][CH:39]=[CH:38][CH:37]=2)[CH:43]=[CH:44][CH:45]=[CH:46][CH:47]=1, predict the reactants needed to synthesize it. The reactants are: [Na].[OH:2][C:3]12[CH2:12][CH:7]3[CH2:8][CH:9]([CH2:11][C:5]([CH2:13][O:14][C:15]([C:17]([F:23])([F:22])[S:18]([OH:21])(=[O:20])=[O:19])=[O:16])([CH2:6]3)[CH2:4]1)[CH2:10]2.C(Cl)(Cl)Cl.[Cl-].[C:29]1([S+:35]([C:42]2[CH:47]=[CH:46][CH:45]=[CH:44][CH:43]=2)[C:36]2[CH:41]=[CH:40][CH:39]=[CH:38][CH:37]=2)[CH:34]=[CH:33][CH:32]=[CH:31][CH:30]=1. (5) Given the product [Br:1][C:2]1[N:7]=[C:6]([C@@:8]([NH:20][S@@:21]([C:23]([CH3:25])([CH3:24])[CH3:26])=[O:22])([CH2:9][CH2:10][OH:11])[CH:17]([F:19])[F:18])[C:5]([F:27])=[CH:4][CH:3]=1, predict the reactants needed to synthesize it. The reactants are: [Br:1][C:2]1[N:7]=[C:6]([C@@:8]([NH:20][S@@:21]([C:23]([CH3:26])([CH3:25])[CH3:24])=[O:22])([CH:17]([F:19])[F:18])[CH2:9][C:10](OC(C)(C)C)=[O:11])[C:5]([F:27])=[CH:4][CH:3]=1.BrC1N=C([C@](N[S@@](C(C)(C)C)=O)(C(F)F)CC(OC(C)(C)C)=O)C(F)=CC=1.[H-].[Al+3].[Li+].[H-].[H-].[H-].C1COCC1.O.O.O.O.O.O.O.O.O.O.S([O-])([O-])(=O)=O.[Na+].[Na+].BrC1N=C([C@](N[S@@](C(C)(C)C)=O)(CCO)C(F)F)C(F)=CC=1. (6) Given the product [NH:1]1[C:5]2[CH:6]=[CH:7][CH:8]=[CH:9][C:4]=2[N:3]=[C:2]1[C:10]([C:12]1[CH:17]=[CH:16][C:15]([O:18][C:19]2[C:24]([C:25]3[CH2:26][CH2:27][N:28]([C:31](=[O:33])[CH3:32])[CH2:29][CH:30]=3)=[CH:23][N:22]=[CH:21][N:20]=2)=[CH:14][CH:13]=1)=[O:11], predict the reactants needed to synthesize it. The reactants are: [NH:1]1[C:5]2[CH:6]=[CH:7][CH:8]=[CH:9][C:4]=2[N:3]=[C:2]1[C:10]([C:12]1[CH:17]=[CH:16][C:15]([O:18][C:19]2[C:24]([C:25]3[CH2:26][CH2:27][NH:28][CH2:29][CH:30]=3)=[CH:23][N:22]=[CH:21][N:20]=2)=[CH:14][CH:13]=1)=[O:11].[C:31](Cl)(=[O:33])[CH3:32].[Cl-].C(N(CC)CC)C.